From a dataset of Reaction yield outcomes from USPTO patents with 853,638 reactions. Predict the reaction yield, written as a fraction of the theoretical maximum amount of product (1.0 means a 100% yield; for example, 0.34 means a 34% yield). (1) The reactants are [NH2:1][C:2]1[N:7]=[C:6]([C:8]2[CH:13]=[CH:12][C:11]([Cl:14])=[CH:10][C:9]=2[F:15])[N:5]=[C:4]([C:16]([O:18][CH3:19])=[O:17])[CH:3]=1.[I:20](O)(=O)(=O)=O.II.S([O-])([O-])=O.[Na+].[Na+]. The catalyst is CO.ClCCl. The product is [NH2:1][C:2]1[N:7]=[C:6]([C:8]2[CH:13]=[CH:12][C:11]([Cl:14])=[CH:10][C:9]=2[F:15])[N:5]=[C:4]([C:16]([O:18][CH3:19])=[O:17])[C:3]=1[I:20]. The yield is 0.160. (2) The reactants are [NH2:1][C:2]1[C:3]([C:15]([NH2:17])=[O:16])=[CH:4][C:5]2[C:13]3[C:8](=[CH:9][CH:10]=[CH:11][CH:12]=3)[NH:7][C:6]=2[N:14]=1.P([O-])([O-])([O-])=O.[K+].[K+].[K+].N[C@@H:27]1[CH2:32][CH2:31][CH2:30]C[C@H:28]1[NH2:33].BrC1C=NC=CC=1. The catalyst is [Cu]I.O1CCOCC1. The product is [NH2:1][C:2]1[C:3]([C:15]([NH2:17])=[O:16])=[CH:4][C:5]2[C:13]3[C:8](=[CH:9][CH:10]=[CH:11][CH:12]=3)[N:7]([C:27]3[CH:28]=[N:33][CH:30]=[CH:31][CH:32]=3)[C:6]=2[N:14]=1. The yield is 0.100. (3) The reactants are [Cl:8][CH2:7][C:6](O[C:6](=[O:9])[CH2:7][Cl:8])=[O:9].O[NH:11][C:12](=[NH:21])[CH2:13][C:14]1[CH:19]=[CH:18][CH:17]=[C:16]([I:20])[CH:15]=1. The catalyst is C1(C)C=CC=CC=1. The product is [Cl:8][CH2:7][C:6]1[O:9][N:21]=[C:12]([CH2:13][C:14]2[CH:19]=[CH:18][CH:17]=[C:16]([I:20])[CH:15]=2)[N:11]=1. The yield is 0.480. (4) The reactants are [N+:1]([CH2:4][C:5]1([CH2:15][C:16]([O:18]C)=O)[CH2:14][CH2:13][C:8]2([O:12][CH2:11][CH2:10][O:9]2)[CH2:7][CH2:6]1)([O-])=O. The catalyst is CO.[Pd]. The product is [O:12]1[C:8]2([CH2:13][CH2:14][C:5]3([CH2:15][C:16](=[O:18])[NH:1][CH2:4]3)[CH2:6][CH2:7]2)[O:9][CH2:10][CH2:11]1. The yield is 0.700. (5) The reactants are [F:1][C:2]1[CH:18]=[C:17]([N+:19]([O-:21])=[O:20])[CH:16]=[CH:15][C:3]=1[O:4][C:5]1[CH:10]=[CH:9][N:8]=[C:7]2[NH:11][CH:12]=[C:13]([I:14])[C:6]=12.[H-].[Na+].[CH3:24][C:25]([O:28][C:29](O[C:29]([O:28][C:25]([CH3:27])([CH3:26])[CH3:24])=[O:30])=[O:30])([CH3:27])[CH3:26]. The catalyst is CN(C=O)C.C([O-])(=O)CC(CC([O-])=O)(C([O-])=O)O.[Na+].[Na+].[Na+]. The product is [F:1][C:2]1[CH:18]=[C:17]([N+:19]([O-:21])=[O:20])[CH:16]=[CH:15][C:3]=1[O:4][C:5]1[CH:10]=[CH:9][N:8]=[C:7]2[N:11]([C:29]([O:28][C:25]([CH3:27])([CH3:26])[CH3:24])=[O:30])[CH:12]=[C:13]([I:14])[C:6]=12. The yield is 0.920. (6) The reactants are [C@H:1]1([NH2:8])[CH2:6][CH2:5][C@H:4]([NH2:7])[CH2:3][CH2:2]1.Cl[C:10]1[N:15]=[CH:14][CH:13]=[CH:12][N:11]=1. The catalyst is O. The product is [N:11]1[CH:12]=[CH:13][CH:14]=[N:15][C:10]=1[NH:7][C@H:4]1[CH2:5][CH2:6][C@H:1]([NH2:8])[CH2:2][CH2:3]1. The yield is 0.280.